From a dataset of Full USPTO retrosynthesis dataset with 1.9M reactions from patents (1976-2016). Predict the reactants needed to synthesize the given product. (1) Given the product [S:3]1[C:4]2[CH:10]=[CH:9][CH:8]=[CH:7][C:5]=2[N:6]=[C:2]1[NH:11][CH2:12][C@H:13]1[C@@H:18]([O:19][CH3:20])[CH2:17][CH2:16][CH2:15][N:14]1[C:21]([C:23]1[N:24]=[C:25]([CH3:35])[S:26][C:27]=1[C:28]1[CH:29]=[CH:30][C:31]([F:34])=[CH:32][CH:33]=1)=[O:22], predict the reactants needed to synthesize it. The reactants are: Cl[C:2]1[S:3][C:4]2[CH:10]=[CH:9][CH:8]=[CH:7][C:5]=2[N:6]=1.[NH2:11][CH2:12][C@H:13]1[C@@H:18]([O:19][CH3:20])[CH2:17][CH2:16][CH2:15][N:14]1[C:21]([C:23]1[N:24]=[C:25]([CH3:35])[S:26][C:27]=1[C:28]1[CH:33]=[CH:32][C:31]([F:34])=[CH:30][CH:29]=1)=[O:22]. (2) The reactants are: [CH3:1][C@@H:2]1[NH:7][CH2:6][CH2:5][N:4]([C:8]([O:10][C:11]([CH3:14])([CH3:13])[CH3:12])=[O:9])[CH2:3]1.F[C:16]1[CH:21]=[CH:20][C:19]([N+:22]([O-:24])=[O:23])=[CH:18][C:17]=1[F:25].C([O-])([O-])=O.[K+].[K+]. Given the product [F:25][C:17]1[CH:18]=[C:19]([N+:22]([O-:24])=[O:23])[CH:20]=[CH:21][C:16]=1[N:7]1[CH2:6][CH2:5][N:4]([C:8]([O:10][C:11]([CH3:13])([CH3:12])[CH3:14])=[O:9])[CH2:3][C@@H:2]1[CH3:1], predict the reactants needed to synthesize it.